From a dataset of Full USPTO retrosynthesis dataset with 1.9M reactions from patents (1976-2016). Predict the reactants needed to synthesize the given product. (1) Given the product [CH2:30]([O:67][C:49](=[O:62])[CH:50]=[C:51]([O:53][C:54]1[CH:59]=[CH:58][CH:57]=[C:56]([Cl:60])[C:55]=1[Cl:61])[CH2:52][NH:19][C@H:12]([C:11](=[O:20])[NH:10][C:7]1[CH:8]=[CH:9][N:5]([CH2:4][C:3]([OH:2])([CH3:22])[CH3:21])[N:6]=1)[CH2:13][C@H:14]([O:16][CH2:17][CH3:18])[CH3:15])[CH3:31], predict the reactants needed to synthesize it. The reactants are: Cl.[OH:2][C:3]([CH3:22])([CH3:21])[CH2:4][N:5]1[CH:9]=[CH:8][C:7]([NH:10][C:11](=[O:20])[C@@H:12]([NH2:19])[CH2:13][C@H:14]([O:16][CH2:17][CH3:18])[CH3:15])=[N:6]1.C(N([CH2:30][CH3:31])C(C)C)(C)C.Cl.OC(C)(C)CN1C=CC(NC(=O)[C@@H](N2[CH2:52][C:51]([O:53][C:54]3[CH:59]=[CH:58][CH:57]=[C:56]([Cl:60])[C:55]=3[Cl:61])=[CH:50][C:49]2=[O:62])CC(C)C)=N1.C[OH:67]. (2) The reactants are: Cl[CH2:2][C:3]1[CH:8]=[CH:7][C:6]([C:9]2[C:10]([NH:15][S:16]([C:19]3[CH:24]=[CH:23][CH:22]=[CH:21][C:20]=3[C:25]([F:28])([F:27])[F:26])(=[O:18])=[O:17])=[N:11][CH:12]=[CH:13][N:14]=2)=[CH:5][CH:4]=1.[CH2:29]([C:31]1[NH:32][C:33]2[CH:39]=[CH:38][CH:37]=[CH:36][C:34]=2[N:35]=1)[CH3:30]. Given the product [CH2:29]([C:31]1[N:32]([CH2:2][C:3]2[CH:8]=[CH:7][C:6]([C:9]3[C:10]([NH:15][S:16]([C:19]4[CH:24]=[CH:23][CH:22]=[CH:21][C:20]=4[C:25]([F:28])([F:27])[F:26])(=[O:18])=[O:17])=[N:11][CH:12]=[CH:13][N:14]=3)=[CH:5][CH:4]=2)[C:33]2[CH:39]=[CH:38][CH:37]=[CH:36][C:34]=2[N:35]=1)[CH3:30], predict the reactants needed to synthesize it. (3) Given the product [CH3:27][C:26]1[CH:25]=[C:24]([CH3:28])[NH:23][C:22](=[O:29])[C:21]=1[CH2:20][NH:19][C:13]([C:12]1[C:7]2[CH:6]=[N:5][N:4]([CH:2]([CH3:1])[CH3:3])[C:8]=2[N:9]=[C:10]([CH2:16][CH2:17][CH3:18])[CH:11]=1)=[O:15], predict the reactants needed to synthesize it. The reactants are: [CH3:1][CH:2]([N:4]1[C:8]2[N:9]=[C:10]([CH2:16][CH2:17][CH3:18])[CH:11]=[C:12]([C:13]([OH:15])=O)[C:7]=2[CH:6]=[N:5]1)[CH3:3].[NH2:19][CH2:20][C:21]1[C:22](=[O:29])[NH:23][C:24]([CH3:28])=[CH:25][C:26]=1[CH3:27].CN1CCOCC1.ON1C2N=CC=CC=2N=N1.C(Cl)CCl. (4) Given the product [C:27]([O:26][C:24](=[O:25])[NH:31][CH2:32][CH2:33][C:34](=[O:35])[NH:23][C:20]1[CH:21]=[C:22]2[C:17]([CH:16]=[N:15][N:14]2[S:11]([C:1]2[C:10]3[C:5](=[CH:6][CH:7]=[CH:8][CH:9]=3)[CH:4]=[CH:3][CH:2]=2)(=[O:13])=[O:12])=[CH:18][CH:19]=1)([CH3:30])([CH3:28])[CH3:29], predict the reactants needed to synthesize it. The reactants are: [C:1]1([S:11]([N:14]2[C:22]3[C:17](=[CH:18][CH:19]=[C:20]([NH2:23])[CH:21]=3)[CH:16]=[N:15]2)(=[O:13])=[O:12])[C:10]2[C:5](=[CH:6][CH:7]=[CH:8][CH:9]=2)[CH:4]=[CH:3][CH:2]=1.[C:24]([NH:31][CH2:32][CH2:33][C:34](O)=[O:35])([O:26][C:27]([CH3:30])([CH3:29])[CH3:28])=[O:25].Cl.CN(C)CCCN=C=NCC. (5) Given the product [CH:28]([NH:31][C:13]([C:12]1[C:6]2[C:7](=[N:8][CH:9]=[C:4]([CH:1]3[CH2:3][CH2:2]3)[N:5]=2)[N:10]([CH2:16][O:17][CH2:18][CH2:19][Si:20]([CH3:23])([CH3:21])[CH3:22])[CH:11]=1)=[O:14])([CH3:30])[CH3:29], predict the reactants needed to synthesize it. The reactants are: [CH:1]1([C:4]2[N:5]=[C:6]3[C:12]([C:13](O)=[O:14])=[CH:11][N:10]([CH2:16][O:17][CH2:18][CH2:19][Si:20]([CH3:23])([CH3:22])[CH3:21])[C:7]3=[N:8][CH:9]=2)[CH2:3][CH2:2]1.C(Cl)CCl.[CH:28]([NH2:31])([CH3:30])[CH3:29]. (6) Given the product [NH2:28][CH:22]([CH2:21][C:10]1[C:9]([NH:8][C:6]([O:5][C:1]([CH3:4])([CH3:3])[CH3:2])=[O:7])=[CH:14][CH:13]=[C:12]([C:15]2[CH:16]=[CH:17][CH:18]=[CH:19][CH:20]=2)[N:11]=1)[C:23]([O:25][CH2:26][CH3:27])=[O:24], predict the reactants needed to synthesize it. The reactants are: [C:1]([O:5][C:6]([NH:8][C:9]1[C:10]([CH2:21][CH:22]([N:28]=C(C2C=CC=CC=2)C2C=CC=CC=2)[C:23]([O:25][CH2:26][CH3:27])=[O:24])=[N:11][C:12]([C:15]2[CH:20]=[CH:19][CH:18]=[CH:17][CH:16]=2)=[CH:13][CH:14]=1)=[O:7])([CH3:4])([CH3:3])[CH3:2].C(O)(=O)CC(CC(O)=O)(C(O)=O)O. (7) Given the product [CH3:35][O:34][C:24]1[CH:23]=[C:22]([NH:21][C:19]2[N:20]=[C:12]3[C:11]([C:7]4[CH:6]=[C:5]([CH:10]=[CH:9][CH:8]=4)[CH2:4][NH:3][S:44]([CH3:43])(=[O:46])=[O:45])=[CH:16][C:15]([CH3:17])=[CH:14][N:13]3[N:18]=2)[CH:27]=[CH:26][C:25]=1[N:28]1[CH:32]=[C:31]([CH3:33])[N:30]=[CH:29]1, predict the reactants needed to synthesize it. The reactants are: Cl.Cl.[NH2:3][CH2:4][C:5]1[CH:6]=[C:7]([C:11]2[C:12]3[N:13]([N:18]=[C:19]([NH:21][C:22]4[CH:27]=[CH:26][C:25]([N:28]5[CH:32]=[C:31]([CH3:33])[N:30]=[CH:29]5)=[C:24]([O:34][CH3:35])[CH:23]=4)[N:20]=3)[CH:14]=[C:15]([CH3:17])[CH:16]=2)[CH:8]=[CH:9][CH:10]=1.C(NC(C)C)(C)C.[CH3:43][S:44](Cl)(=[O:46])=[O:45]. (8) Given the product [OH:1][CH2:2][CH2:3][N:4]([CH:22]([CH3:24])[CH3:23])[C:5]([C:7]1[S:8][C:9]2[CH2:10][CH2:11][O:12][C:13]3[CH:20]=[CH:19][C:18]([C:31]4[C:26]([CH3:25])=[N:27][CH:28]=[CH:29][CH:30]=4)=[CH:17][C:14]=3[C:15]=2[N:16]=1)=[O:6], predict the reactants needed to synthesize it. The reactants are: [OH:1][CH2:2][CH2:3][N:4]([CH:22]([CH3:24])[CH3:23])[C:5]([C:7]1[S:8][C:9]2[CH2:10][CH2:11][O:12][C:13]3[CH:20]=[CH:19][C:18](Br)=[CH:17][C:14]=3[C:15]=2[N:16]=1)=[O:6].[CH3:25][C:26]1[C:31](B(O)O)=[CH:30][CH:29]=[CH:28][N:27]=1. (9) The reactants are: C(O[C:9]([NH:11][CH2:12][CH2:13][CH2:14][C@@H:15]([C:24]([OH:26])=O)[NH:16]C(OC(C)(C)C)=O)=O)C1C=CC=CC=1.[CH:27]1([S:33]([Cl:36])(=[O:35])=[O:34])[CH2:32][CH2:31][CH2:30][CH2:29][CH2:28]1.Cl.[C:38]([C@@H:40]1[CH2:44][CH2:43][CH2:42][NH:41]1)#[N:39]. Given the product [ClH:36].[NH2:16][C@H:15]([C:24](=[O:26])[N:41]1[CH2:42][CH2:43][CH2:44][C@H:40]1[C:38]#[N:39])[CH2:14][CH2:13][CH2:12][N:11]([CH3:9])[S:33]([CH:27]1[CH2:32][CH2:31][CH2:30][CH2:29][CH2:28]1)(=[O:35])=[O:34], predict the reactants needed to synthesize it.